This data is from Reaction yield outcomes from USPTO patents with 853,638 reactions. The task is: Predict the reaction yield, written as a fraction of the theoretical maximum amount of product (1.0 means a 100% yield; for example, 0.34 means a 34% yield). (1) The reactants are [CH3:1][O:2][C:3]([C:5]1[C:14]([OH:15])=[CH:13][C:12]2[C:7](=[CH:8][CH:9]=[CH:10][CH:11]=2)[C:6]=1[OH:16])=[O:4].C(N(CC)CC)C.[CH3:24][O:25][CH2:26]Cl.O. The catalyst is CN(C=O)C. The product is [OH:15][C:14]1[C:5]([C:3]([O:2][CH3:1])=[O:4])=[C:6]([O:16][CH2:24][O:25][CH3:26])[C:7]2[C:12]([CH:13]=1)=[CH:11][CH:10]=[CH:9][CH:8]=2. The yield is 0.600. (2) The reactants are O[CH2:2][CH2:3][O:4][CH2:5][C:6]([NH:8][N:9]([C:17]1[CH:22]=[CH:21][CH:20]=[CH:19][CH:18]=1)[C:10]([O:12][C:13]([CH3:16])([CH3:15])[CH3:14])=[O:11])=[O:7].C1C=CC(P(C2C=CC=CC=2)C2C=CC=CC=2)=CC=1.CC(OC(/N=N/C(OC(C)C)=O)=O)C. The catalyst is C1COCC1. The yield is 1.00. The product is [C:13]([O:12][C:10](=[O:11])[N:9]([N:8]1[CH2:2][CH2:3][O:4][CH2:5][C:6]1=[O:7])[C:17]1[CH:22]=[CH:21][CH:20]=[CH:19][CH:18]=1)([CH3:16])([CH3:15])[CH3:14]. (3) The reactants are [CH:1]([C:3]1[CH:18]=[CH:17][C:6]([O:7][C:8]2[CH:16]=[CH:15][C:11]([C:12]([NH2:14])=[O:13])=[CH:10][N:9]=2)=[C:5]([O:19][CH3:20])[CH:4]=1)=O.[CH3:21][C:22]([CH3:27])([CH3:26])[CH2:23][CH2:24][NH2:25]. No catalyst specified. The product is [CH3:21][C:22]([CH3:27])([CH3:26])[CH2:23][CH2:24][NH:25][CH2:1][C:3]1[CH:18]=[CH:17][C:6]([O:7][C:8]2[CH:16]=[CH:15][C:11]([C:12]([NH2:14])=[O:13])=[CH:10][N:9]=2)=[C:5]([O:19][CH3:20])[CH:4]=1. The yield is 0.313.